This data is from Reaction yield outcomes from USPTO patents with 853,638 reactions. The task is: Predict the reaction yield, written as a fraction of the theoretical maximum amount of product (1.0 means a 100% yield; for example, 0.34 means a 34% yield). The reactants are C([N:8]1[CH2:13][CH2:12][N:11]([C:14]2[CH:15]=[C:16]([Br:24])[CH:17]=[C:18]3[C:23]=2[N:22]=[CH:21][CH:20]=[CH:19]3)[CH2:10][CH2:9]1)C1C=CC=CC=1.ClCCOC(Cl)=O.ClC(OC=C)=O.O. The catalyst is ClC(Cl)C. The product is [Br:24][C:16]1[CH:17]=[C:18]2[C:23](=[C:14]([N:11]3[CH2:12][CH2:13][NH:8][CH2:9][CH2:10]3)[CH:15]=1)[N:22]=[CH:21][CH:20]=[CH:19]2. The yield is 0.840.